From a dataset of Catalyst prediction with 721,799 reactions and 888 catalyst types from USPTO. Predict which catalyst facilitates the given reaction. Reactant: [NH2:1][C@@H:2]1[CH2:7][CH2:6][C@H:5]([NH:8][C:9](=[O:24])[CH2:10][NH:11][C:12](=[O:23])[C:13]2[CH:18]=[CH:17][CH:16]=[C:15]([C:19]([F:22])([F:21])[F:20])[CH:14]=2)[C@H:4]([C@@H:25]([OH:29])[CH:26]([CH3:28])[CH3:27])[CH2:3]1.[CH3:30][C:31]([CH3:33])=O.[C:34]([BH3-])#N.[Na+].C=O. Product: [OH:29][C@H:25]([C@@H:4]1[CH2:3][C@H:2]([N:1]([CH:31]([CH3:33])[CH3:30])[CH3:34])[CH2:7][CH2:6][C@@H:5]1[NH:8][C:9](=[O:24])[CH2:10][NH:11][C:12](=[O:23])[C:13]1[CH:18]=[CH:17][CH:16]=[C:15]([C:19]([F:22])([F:21])[F:20])[CH:14]=1)[CH:26]([CH3:27])[CH3:28]. The catalyst class is: 2.